This data is from Full USPTO retrosynthesis dataset with 1.9M reactions from patents (1976-2016). The task is: Predict the reactants needed to synthesize the given product. (1) The reactants are: [N:1]1[CH:6]=[CH:5][CH:4]=[C:3]([S:7]([OH:10])(=O)=[O:8])[CH:2]=1.P(Cl)(Cl)(Cl)(Cl)[Cl:12].P(Cl)(Cl)(Cl)=O. Given the product [N:1]1[CH:6]=[CH:5][CH:4]=[C:3]([S:7]([Cl:12])(=[O:10])=[O:8])[CH:2]=1, predict the reactants needed to synthesize it. (2) Given the product [Cl:1][C:2]1[CH:3]=[C:4]([C:8]2[CH:13]=[CH:12][C:11]([CH2:14][C@@H:15]([NH:24][C:25]([C:26]3[O:27][C:36](=[O:37])[NH:29][N:28]=3)=[O:30])[CH2:16][C@@H:17]([CH3:23])[C:18]([O:20][CH2:21][CH3:22])=[O:19])=[CH:10][CH:9]=2)[CH:5]=[CH:6][CH:7]=1, predict the reactants needed to synthesize it. The reactants are: [Cl:1][C:2]1[CH:3]=[C:4]([C:8]2[CH:13]=[CH:12][C:11]([CH2:14][C@@H:15]([NH:24][C:25](=[O:30])[C:26]([NH:28][NH2:29])=[O:27])[CH2:16][CH:17]([CH3:23])[C:18]([O:20][CH2:21][CH3:22])=[O:19])=[CH:10][CH:9]=2)[CH:5]=[CH:6][CH:7]=1.C1N=CN([C:36](N2C=NC=C2)=[O:37])C=1.